From a dataset of Reaction yield outcomes from USPTO patents with 853,638 reactions. Predict the reaction yield, written as a fraction of the theoretical maximum amount of product (1.0 means a 100% yield; for example, 0.34 means a 34% yield). The reactants are [NH2:1][C:2]1[CH:10]=[CH:9][CH:8]=[CH:7][C:3]=1[C:4](O)=O.[CH3:11][CH:12]1[CH2:17][CH2:16][C:15](=O)[CH2:14][CH2:13]1.P(Cl)(Cl)([Cl:21])=O. No catalyst specified. The product is [Cl:21][C:4]1[C:3]2[C:2]([N:1]=[C:15]3[C:16]=1[CH2:17][CH:12]([CH3:11])[CH2:13][CH2:14]3)=[CH:10][CH:9]=[CH:8][CH:7]=2. The yield is 0.400.